Dataset: NCI-60 drug combinations with 297,098 pairs across 59 cell lines. Task: Regression. Given two drug SMILES strings and cell line genomic features, predict the synergy score measuring deviation from expected non-interaction effect. (1) Drug 1: CC12CCC3C(C1CCC2=O)CC(=C)C4=CC(=O)C=CC34C. Drug 2: CC1=C(C(=O)C2=C(C1=O)N3CC4C(C3(C2COC(=O)N)OC)N4)N. Cell line: HCT-15. Synergy scores: CSS=51.3, Synergy_ZIP=3.71, Synergy_Bliss=4.37, Synergy_Loewe=-10.2, Synergy_HSA=5.94. (2) Drug 1: CS(=O)(=O)C1=CC(=C(C=C1)C(=O)NC2=CC(=C(C=C2)Cl)C3=CC=CC=N3)Cl. Drug 2: CC=C1C(=O)NC(C(=O)OC2CC(=O)NC(C(=O)NC(CSSCCC=C2)C(=O)N1)C(C)C)C(C)C. Cell line: SF-268. Synergy scores: CSS=61.9, Synergy_ZIP=0.411, Synergy_Bliss=-2.88, Synergy_Loewe=-37.5, Synergy_HSA=-4.63. (3) Drug 1: C1=NC2=C(N=C(N=C2N1C3C(C(C(O3)CO)O)O)F)N. Drug 2: CC1=C(C(CCC1)(C)C)C=CC(=CC=CC(=CC(=O)O)C)C. Cell line: SK-MEL-28. Synergy scores: CSS=0.876, Synergy_ZIP=-2.28, Synergy_Bliss=-0.755, Synergy_Loewe=-4.04, Synergy_HSA=-1.73. (4) Drug 1: CC12CCC3C(C1CCC2=O)CC(=C)C4=CC(=O)C=CC34C. Drug 2: C1C(C(OC1N2C=NC3=C2NC=NCC3O)CO)O. Cell line: CCRF-CEM. Synergy scores: CSS=64.6, Synergy_ZIP=0.157, Synergy_Bliss=0.892, Synergy_Loewe=-0.178, Synergy_HSA=-0.666. (5) Drug 1: C1C(C(OC1N2C=C(C(=O)NC2=O)F)CO)O. Drug 2: CCC1(CC2CC(C3=C(CCN(C2)C1)C4=CC=CC=C4N3)(C5=C(C=C6C(=C5)C78CCN9C7C(C=CC9)(C(C(C8N6C=O)(C(=O)OC)O)OC(=O)C)CC)OC)C(=O)OC)O.OS(=O)(=O)O. Cell line: HOP-92. Synergy scores: CSS=34.4, Synergy_ZIP=0.399, Synergy_Bliss=2.78, Synergy_Loewe=4.18, Synergy_HSA=6.56. (6) Drug 2: CN(C(=O)NC(C=O)C(C(C(CO)O)O)O)N=O. Cell line: NCI/ADR-RES. Synergy scores: CSS=18.8, Synergy_ZIP=-5.77, Synergy_Bliss=2.20, Synergy_Loewe=-11.1, Synergy_HSA=1.88. Drug 1: C1=C(C(=O)NC(=O)N1)N(CCCl)CCCl. (7) Drug 1: C1=NNC2=C1C(=O)NC=N2. Drug 2: C1CC(=O)NC(=O)C1N2C(=O)C3=CC=CC=C3C2=O. Cell line: NCI-H322M. Synergy scores: CSS=1.43, Synergy_ZIP=-0.530, Synergy_Bliss=-2.86, Synergy_Loewe=-3.56, Synergy_HSA=-4.12.